This data is from Forward reaction prediction with 1.9M reactions from USPTO patents (1976-2016). The task is: Predict the product of the given reaction. (1) Given the reactants [CH3:1][O:2][C:3]1[CH:4]=[C:5](B(O)O)[CH:6]=[CH:7][CH:8]=1.[NH2:12][C:13]1[CH:18]=[N:17][C:16](Br)=[CH:15][N:14]=1.C(=O)([O-])[O-].[Na+].[Na+].C(COC)OC, predict the reaction product. The product is: [CH3:1][O:2][C:3]1[CH:4]=[C:5]([C:16]2[N:17]=[CH:18][C:13]([NH2:12])=[N:14][CH:15]=2)[CH:6]=[CH:7][CH:8]=1. (2) Given the reactants ClCCl.[C:4]([O:8][C:9](C(C)(C)C)=[O:10])([CH3:7])([CH3:6])[CH3:5].[NH2:15][CH2:16][CH2:17][C:18]1[CH:23]=[CH:22][C:21]([S:24]([NH2:27])(=[O:26])=[O:25])=[CH:20][CH:19]=1, predict the reaction product. The product is: [S:24]([C:21]1[CH:20]=[CH:19][C:18]([CH2:17][CH2:16][NH:15][C:9](=[O:10])[O:8][C:4]([CH3:5])([CH3:6])[CH3:7])=[CH:23][CH:22]=1)(=[O:25])(=[O:26])[NH2:27]. (3) Given the reactants [C:1]([N:3]=[C:4](OCC)[CH3:5])#[N:2].Cl.[NH2:10][CH2:11][CH2:12][C:13]1([C:32]2[CH:37]=[CH:36][CH:35]=[CH:34][CH:33]=2)[N:17]([C:18](=[O:23])[C@@H:19]([O:21][CH3:22])[CH3:20])[N:16]=[C:15]([C:24]2[CH:29]=[C:28]([F:30])[CH:27]=[CH:26][C:25]=2[F:31])[S:14]1.C(N(C(C)C)CC)(C)C, predict the reaction product. The product is: [C:1]([N:3]=[C:4]([NH:10][CH2:11][CH2:12][C:13]1([C:32]2[CH:33]=[CH:34][CH:35]=[CH:36][CH:37]=2)[N:17]([C:18](=[O:23])[C@@H:19]([O:21][CH3:22])[CH3:20])[N:16]=[C:15]([C:24]2[CH:29]=[C:28]([F:30])[CH:27]=[CH:26][C:25]=2[F:31])[S:14]1)[CH3:5])#[N:2]. (4) Given the reactants [C:1]([C:3]1([NH:13]C(=O)C)[CH2:8][C:7]([CH3:10])([CH3:9])[NH:6][C:5]([CH3:12])([CH3:11])[CH2:4]1)#[N:2].[H][H].CC1NC2(CC(C)(C)NC(C)(C)C2)CN=1.NCC1(NC(=O)C)CC(C)(C)NC(C)(C)C1.[OH-].[Na+], predict the reaction product. The product is: [NH2:2][CH2:1][C:3]1([NH2:13])[CH2:8][C:7]([CH3:9])([CH3:10])[NH:6][C:5]([CH3:12])([CH3:11])[CH2:4]1. (5) Given the reactants [CH2:1]([C@:3]12[CH2:17][CH2:16][C:11]3(OCC[O:12]3)[CH2:10][C@H:9]1[CH2:8][CH2:7][O:6][C:5]1[CH:18]=[C:19]([C:22]([NH:24][C:25]3[C:26]([CH3:31])=[N:27][CH:28]=[CH:29][CH:30]=3)=[O:23])[CH:20]=[CH:21][C:4]2=1)[CH3:2].[CH2:32]([C@@:34]12[CH2:48][CH2:47][C:42]3(OCC[O:43]3)[CH2:41][C@@H:40]1[CH2:39][CH2:38][O:37][C:36]1[CH:49]=[C:50]([C:53]([NH:55][C:56]3[C:57]([CH3:62])=[N:58][CH:59]=[CH:60][CH:61]=3)=[O:54])[CH:51]=[CH:52][C:35]2=1)[CH3:33].Cl.O.C([O-])(O)=O.[Na+], predict the reaction product. The product is: [CH2:1]([C@:3]12[CH2:17][CH2:16][C:11](=[O:12])[CH2:10][C@H:9]1[CH2:8][CH2:7][O:6][C:5]1[CH:18]=[C:19]([C:22]([NH:24][C:25]3[C:26]([CH3:31])=[N:27][CH:28]=[CH:29][CH:30]=3)=[O:23])[CH:20]=[CH:21][C:4]2=1)[CH3:2].[CH2:32]([C@@:34]12[CH2:48][CH2:47][C:42](=[O:43])[CH2:41][C@@H:40]1[CH2:39][CH2:38][O:37][C:36]1[CH:49]=[C:50]([C:53]([NH:55][C:56]3[C:57]([CH3:62])=[N:58][CH:59]=[CH:60][CH:61]=3)=[O:54])[CH:51]=[CH:52][C:35]2=1)[CH3:33].